The task is: Predict the reaction yield, written as a fraction of the theoretical maximum amount of product (1.0 means a 100% yield; for example, 0.34 means a 34% yield).. This data is from Reaction yield outcomes from USPTO patents with 853,638 reactions. (1) The reactants are [Cl:1][C:2]1[CH:7]=[CH:6][CH:5]=[CH:4][C:3]=1[C:8]1[N:25]([CH2:26][C@@H:27]2[CH2:32][CH2:31][CH2:30][N:29]([C:33]([O:35][C:36]([CH3:39])([CH3:38])[CH3:37])=[O:34])[CH2:28]2)[C:11]2[N:12]=[C:13]([NH:16][CH2:17]C3C=CC(O)=CC=3)[N:14]=[CH:15][C:10]=2[CH:9]=1.[OH:40][C:41]1[CH:42]=[C:43]([CH:46]=[CH:47][CH:48]=1)CN. No catalyst specified. The product is [Cl:1][C:2]1[CH:7]=[CH:6][CH:5]=[CH:4][C:3]=1[C:8]1[N:25]([CH2:26][C@@H:27]2[CH2:32][CH2:31][CH2:30][N:29]([C:33]([O:35][C:36]([CH3:37])([CH3:38])[CH3:39])=[O:34])[CH2:28]2)[C:11]2[N:12]=[C:13]([NH:16][CH2:17][C:47]3[CH:46]=[CH:43][CH:42]=[C:41]([OH:40])[CH:48]=3)[N:14]=[CH:15][C:10]=2[CH:9]=1. The yield is 0.450. (2) The reactants are O1CCCC1.[C:6]1([NH:12][CH2:13][C:14]2[CH:19]=[CH:18][C:17]([CH2:20][C:21](Cl)=[N:22][OH:23])=[CH:16][CH:15]=2)[CH:11]=[CH:10][CH:9]=[CH:8][CH:7]=1.[C:25]([C:27]1[C:28]([NH2:33])=[N:29][CH:30]=[CH:31][CH:32]=1)#[CH:26].C(N(CC)CC)C. The catalyst is O. The product is [C:6]1([NH:12][CH2:13][C:14]2[CH:19]=[CH:18][C:17]([CH2:20][C:21]3[CH:26]=[C:25]([C:27]4[C:28]([NH2:33])=[N:29][CH:30]=[CH:31][CH:32]=4)[O:23][N:22]=3)=[CH:16][CH:15]=2)[CH:11]=[CH:10][CH:9]=[CH:8][CH:7]=1. The yield is 0.0600. (3) The reactants are [C:1]([NH:8][C:9]1[CH:14]=[CH:13][C:12]([NH2:15])=[CH:11][CH:10]=1)([O:3][C:4]([CH3:7])([CH3:6])[CH3:5])=[O:2].C(N(CC)C(C)C)(C)C.Br[CH2:26][C:27]([O:29][CH2:30][CH3:31])=[O:28]. The catalyst is C(Cl)Cl.CCOC(C)=O. The product is [C:4]([O:3][C:1]([NH:8][C:9]1[CH:10]=[CH:11][C:12]([NH:15][CH2:26][C:27]([O:29][CH2:30][CH3:31])=[O:28])=[CH:13][CH:14]=1)=[O:2])([CH3:7])([CH3:6])[CH3:5]. The yield is 0.940.